From a dataset of Reaction yield outcomes from USPTO patents with 853,638 reactions. Predict the reaction yield, written as a fraction of the theoretical maximum amount of product (1.0 means a 100% yield; for example, 0.34 means a 34% yield). The reactants are [F:1][C:2]1[CH:10]=[C:9]2[C:5]([CH2:6][CH2:7][C:8]2=[O:11])=[CH:4][CH:3]=1.[BH4-].[Na+]. The catalyst is ClCCCl.CO. The product is [F:1][C:2]1[CH:10]=[C:9]2[C:5]([CH2:6][CH2:7][CH:8]2[OH:11])=[CH:4][CH:3]=1. The yield is 0.970.